Dataset: Experimentally validated miRNA-target interactions with 360,000+ pairs, plus equal number of negative samples. Task: Binary Classification. Given a miRNA mature sequence and a target amino acid sequence, predict their likelihood of interaction. (1) The miRNA is mmu-miR-7684-3p with sequence UGCUGACUGGGGCUGGCCUGUG. The protein sequence of the target gene is MSTRSVSSSSYRRMFGGPGTASRPSSSRSYVTTSTRTYSLGSALRPSTSRSLYASSPGGVYATRSSAVRLRSSVPGVRLLQDSVDFSLADAINTEFKNTRTNEKVELQELNDRFANYIDKVRFLEQQNKILLAELEQLKGQGKSRLGDLYEEEMRELRRQVDQLTNDKARVEVERDNLAEDIMRLREKLQEEMLQREEAENTLQSFRQDVDNASLARLDLERKVESLQEEIAFLKKLHEEEIQELQAQIQEQHVQIDVDVSKPDLTAALRDVRQQYESVAAKNLQEAEEWYKSKFADLSE.... Result: 0 (no interaction). (2) The miRNA is hsa-miR-576-3p with sequence AAGAUGUGGAAAAAUUGGAAUC. The protein sequence of the target gene is MPGTSRHSGRDAGSALLSLHQEDQENVNPEKLAPAQQPRAQAVLKAGNVRGPAPQQKLKTRRVAPLKDLPINDEHVTAGPSWKAVSKQPAFTIHVDEAEETQKRPAELKETECEDALAFNAAVSLPGARKPLTPLDYPMDGSFESPHAMDMSIVLEDKPVNVNEVPDYQEDIHTYLREMEVKCKPKVGYMKRQPDITNSMRAILVDWLVEVGEEYKLQNETLHLAVNYIDRFLSSMSVLRGKLQLVGTAAMLLASKFEEIYPPEVAEFVYITDDTYSKKQVLRMEHLVLKVLAFDLAAPT.... Result: 0 (no interaction). (3) The miRNA is hsa-miR-6891-3p with sequence CCCUCAUCUUCCCCUCCUUUC. The protein sequence of the target gene is MALASGPARRALAGSGQLGLGGFGAPRRGAYEWGVRSTRKSEPPPLDRVYEIPGLEPITFAGKMHFVPWLARPIFPPWDRGYKDPRFYRSPPLHEHPLYKDQACYIFHHRCRLLEGVKQALWLTKTKLIEGLPEKVLSLVDDPRNHIENQDECVLNVISHARLWQTTEEIPKRETYCPVIVDNLIQLCKSQILKHPSLARRICVQNSTFSATWNRESLLLQVRGSGGARLSTKDPLPTIASREEIEATKNHVLETFYPISPIIDLHECNIYDVKNDTGFQEGYPYPYPHTLYLLDKANLR.... Result: 1 (interaction). (4) The protein sequence of the target gene is MAEYTRLHNALALIRLRNPPVNAISTTLLRDIKEGLQKAVIDHTIKAIVICGAEGKFSAGADIRGFSAPRTFGLTLGHVVDEIQRNEKPVVAAIQGMAFGGGLELALGCHYRIAHAEAQVGLPEVTLGLLPGARGTQLLPRLTGVPAALDLITSGRRILADEALKLGILDKVVNSDPVEEAIRFAQRVSDQPLESRRLCNKPIQSLPNMDSIFSEALLKMRRQHPGCLAQEACVRAVQAAVQYPYEVGIKKEEELFLYLLQSGQARALQYAFFAERKANKWSTPSGASWKTASARPVSSV.... Result: 0 (no interaction). The miRNA is hsa-miR-568 with sequence AUGUAUAAAUGUAUACACAC.